Predict which catalyst facilitates the given reaction. From a dataset of Catalyst prediction with 721,799 reactions and 888 catalyst types from USPTO. (1) Reactant: [C:1](Cl)(=O)[C:2]([Cl:4])=[O:3].[C:7]([C:11]1[CH:12]=C([CH:17]=[C:18]([C:20]([CH3:23])([CH3:22])[CH3:21])[CH:19]=1)C(O)=O)([CH3:10])([CH3:9])[CH3:8]. Product: [C:20]([C:18]1[CH:17]=[C:1]([CH:12]=[C:11]([C:7]([CH3:10])([CH3:9])[CH3:8])[CH:19]=1)[C:2]([Cl:4])=[O:3])([CH3:23])([CH3:22])[CH3:21]. The catalyst class is: 204. (2) Reactant: [F:1][C:2]([F:13])([F:12])[C:3]1[CH:4]=[C:5]([CH:9]=[CH:10][CH:11]=1)[C:6](Cl)=[O:7].C([N:16]([CH2:19][CH3:20])[CH2:17][CH3:18])C.Br[C:22]1[CH:23]=[C:24]([CH:26]=[CH:27][C:28]=1[CH3:29])[NH2:25].FC(F)(F)[C:32]1[CH:33]=[C:34](C=[CH:37][CH:38]=1)N. Product: [CH:19]1[C:20]2[C:37](=[CH:38][CH:32]=[C:33]([C:22]3[CH:23]=[C:24]([NH:25][C:6](=[O:7])[C:5]4[CH:9]=[CH:10][CH:11]=[C:3]([C:2]([F:13])([F:12])[F:1])[CH:4]=4)[CH:26]=[CH:27][C:28]=3[CH3:29])[CH:34]=2)[CH:18]=[CH:17][N:16]=1. The catalyst class is: 47. (3) Reactant: [CH:1]([C:3]1[CH:27]=[C:6]2[CH2:7][N:8]([C:12]([O:14][CH2:15][C:16]3[CH:21]=[C:20]([C:22]([F:25])([F:24])[F:23])[CH:19]=[C:18]([Cl:26])[CH:17]=3)=[O:13])[CH2:9][CH2:10][CH2:11][N:5]2[N:4]=1)=[O:2].[F:28][C:29]([Si](C)(C)C)([F:31])[F:30].[F-].C([N+](CCCC)(CCCC)CCCC)CCC.Cl. Product: [F:28][C:29]([F:31])([F:30])[CH:1]([C:3]1[CH:27]=[C:6]2[CH2:7][N:8]([C:12]([O:14][CH2:15][C:16]3[CH:21]=[C:20]([C:22]([F:24])([F:23])[F:25])[CH:19]=[C:18]([Cl:26])[CH:17]=3)=[O:13])[CH2:9][CH2:10][CH2:11][N:5]2[N:4]=1)[OH:2]. The catalyst class is: 20. (4) Reactant: [CH:1]#[C:2][CH2:3][NH:4][C@H:5]1[C:9]2[CH:10]=[CH:11][CH:12]=[CH:13][C:8]=2[CH2:7][CH2:6]1.[C:14]([OH:19])(=[O:18])[C:15]([OH:17])=[O:16]. Product: [CH:1]#[C:2][CH2:3][NH:4][C@H:5]1[C:9]2[CH:10]=[CH:11][CH:12]=[CH:13][C:8]=2[CH2:7][CH2:6]1.[C:14]([O-:19])(=[O:18])[C:15]([O-:17])=[O:16]. The catalyst class is: 41. (5) The catalyst class is: 12. Product: [O:1]=[S:2]1(=[O:50])[CH2:6][CH2:5][CH:4]([NH:7][CH2:8][CH2:9][NH:10][C@:11]23[CH2:46][CH2:45][C@@H:44]([C:47]([CH3:49])=[CH2:48])[C@@H:12]2[C@@H:13]2[C@@:26]([CH3:29])([CH2:27][CH2:28]3)[C@@:25]3([CH3:30])[C@@H:16]([C@:17]4([CH3:43])[C@@H:22]([CH2:23][CH2:24]3)[C:21]([CH3:32])([CH3:31])[C:20]([C:33]3[CH:34]=[CH:35][C:36]([C:37]([OH:39])=[O:38])=[CH:41][CH:42]=3)=[CH:19][CH2:18]4)[CH2:15][CH2:14]2)[CH2:3]1. Reactant: [O:1]=[S:2]1(=[O:50])[CH2:6][CH2:5][CH:4]([NH:7][CH2:8][CH2:9][NH:10][C@:11]23[CH2:46][CH2:45][C@@H:44]([C:47]([CH3:49])=[CH2:48])[C@@H:12]2[C@@H:13]2[C@@:26]([CH3:29])([CH2:27][CH2:28]3)[C@@:25]3([CH3:30])[C@@H:16]([C@:17]4([CH3:43])[C@@H:22]([CH2:23][CH2:24]3)[C:21]([CH3:32])([CH3:31])[C:20]([C:33]3[CH:42]=[CH:41][C:36]([C:37]([O:39]C)=[O:38])=[CH:35][CH:34]=3)=[CH:19][CH2:18]4)[CH2:15][CH2:14]2)[CH2:3]1.[OH-].[Na+].